The task is: Predict which catalyst facilitates the given reaction.. This data is from Catalyst prediction with 721,799 reactions and 888 catalyst types from USPTO. (1) Reactant: N(C(N(C)C)=O)=NC(N(C)C)=O.C(OC([N:20]1[CH2:25][CH2:24][N:23]([C:26]2[C:27]([O:32][CH2:33][CH2:34][OH:35])=[N:28][CH:29]=[CH:30][N:31]=2)[CH2:22][CH2:21]1)=O)(C)(C)C.[N:36]1([C:42]2[CH:43]=[C:44](O)[CH:45]=[CH:46][CH:47]=2)[CH2:41][CH2:40][O:39][CH2:38][CH2:37]1.C1(P(C2C=CC=CC=2)C2C=CC=CC=2)C=CC=CC=1. Product: [N:23]1([C:26]2[C:27]([O:32][CH2:33][CH2:34][O:35][C:46]3[CH:45]=[CH:44][CH:43]=[C:42]([N:36]4[CH2:37][CH2:38][O:39][CH2:40][CH2:41]4)[CH:47]=3)=[N:28][CH:29]=[CH:30][N:31]=2)[CH2:22][CH2:21][NH:20][CH2:25][CH2:24]1. The catalyst class is: 1. (2) Reactant: Cl.[N:2]1([NH2:8])[CH2:7][CH2:6][CH2:5][CH2:4][CH2:3]1.N1C=CC=CC=1.[Cl:15][C:16]1[CH:21]=[C:20]([Cl:22])[CH:19]=[CH:18][C:17]=1[C:23]1[N:24]([C:32]2[CH:37]=[CH:36][C:35]([O:38][CH2:39][CH2:40][CH2:41][F:42])=[CH:34][CH:33]=2)[C:25]([CH3:31])=[C:26]([C:28](Cl)=[O:29])[N:27]=1. Product: [Cl:15][C:16]1[CH:21]=[C:20]([Cl:22])[CH:19]=[CH:18][C:17]=1[C:23]1[N:24]([C:32]2[CH:37]=[CH:36][C:35]([O:38][CH2:39][CH2:40][CH2:41][F:42])=[CH:34][CH:33]=2)[C:25]([CH3:31])=[C:26]([C:28]([NH:8][N:2]2[CH2:7][CH2:6][CH2:5][CH2:4][CH2:3]2)=[O:29])[N:27]=1. The catalyst class is: 2. (3) Product: [ClH:28].[CH2:2]([CH:9]([CH2:14][N:15]1[CH2:16][CH2:17][C:18]([C:22]2[CH:23]=[CH:24][C:25]([Cl:28])=[CH:26][CH:27]=2)([F:21])[CH2:19][CH2:20]1)[C:10]([OH:12])=[O:11])[C:3]1[CH:4]=[CH:5][CH:6]=[CH:7][CH:8]=1. The catalyst class is: 5. Reactant: Cl.[CH2:2]([CH:9]([CH2:14][N:15]1[CH2:20][CH2:19][C:18]([C:22]2[CH:27]=[CH:26][C:25]([Cl:28])=[CH:24][CH:23]=2)([F:21])[CH2:17][CH2:16]1)[C:10]([O:12]C)=[O:11])[C:3]1[CH:8]=[CH:7][CH:6]=[CH:5][CH:4]=1.[OH-].[Na+]. (4) Reactant: [Cl:1][C:2]1[CH:7]=[CH:6][CH:5]=[C:4]([F:8])[C:3]=1[CH2:9][N:10]([CH2:13][C:14]1[CH:19]=[CH:18][C:17]([CH2:20][N:21]2[CH2:26][CH2:25][N:24]([C:27]3[C:32]([CH2:33][OH:34])=[CH:31][CH:30]=[CH:29][N:28]=3)[CH2:23][CH2:22]2)=[CH:16][CH:15]=1)[CH2:11][CH3:12].C(N(CC)CC)C.[C:42](Cl)(=[O:44])[CH3:43].CO. Product: [C:42]([O:34][CH2:33][C:32]1[C:27]([N:24]2[CH2:23][CH2:22][N:21]([CH2:20][C:17]3[CH:16]=[CH:15][C:14]([CH2:13][N:10]([CH2:9][C:3]4[C:4]([F:8])=[CH:5][CH:6]=[CH:7][C:2]=4[Cl:1])[CH2:11][CH3:12])=[CH:19][CH:18]=3)[CH2:26][CH2:25]2)=[N:28][CH:29]=[CH:30][CH:31]=1)(=[O:44])[CH3:43]. The catalyst class is: 4. (5) Reactant: Cl[C:2]1[N:3]=[C:4]([N:21]2[CH2:26][CH2:25][O:24][CH2:23][CH2:22]2)[C:5]2[S:10][C:9]([CH2:11][N:12]3[CH2:17][CH2:16][CH:15]([N:18]([CH3:20])[CH3:19])[CH2:14][CH2:13]3)=[CH:8][C:6]=2[N:7]=1.[Cl:27][C:28]1[CH:37]=[C:36]2[C:31]([C:32](B3OC(C)(C)C(C)(C)O3)=[CH:33][CH:34]=[N:35]2)=[CH:30][CH:29]=1.C(=O)([O-])[O-].[Na+].[Na+]. Product: [Cl:27][C:28]1[CH:37]=[C:36]2[C:31]([C:32]([C:2]3[N:3]=[C:4]([N:21]4[CH2:22][CH2:23][O:24][CH2:25][CH2:26]4)[C:5]4[S:10][C:9]([CH2:11][N:12]5[CH2:13][CH2:14][CH:15]([N:18]([CH3:19])[CH3:20])[CH2:16][CH2:17]5)=[CH:8][C:6]=4[N:7]=3)=[CH:33][CH:34]=[N:35]2)=[CH:30][CH:29]=1. The catalyst class is: 10. (6) Reactant: [OH:1][C:2]1[C:14]2[C:13]3[C:8](=[CH:9][CH:10]=[CH:11][CH:12]=3)[N:7]([CH3:15])[C:6]=2[N:5]=[C:4]([CH3:16])[C:3]=1[C:17]([O:19][CH2:20][CH3:21])=[O:18].CCN(CC)CC.[O:29](S(C(F)(F)F)(=O)=O)[S:30]([C:33]([F:36])([F:35])[F:34])(=O)=[O:31]. Product: [CH3:16][C:4]1[C:3]([C:17]([O:19][CH2:20][CH3:21])=[O:18])=[C:2]([O:1][S:30]([C:33]([F:36])([F:35])[F:34])(=[O:31])=[O:29])[C:14]2[C:13]3[C:8](=[CH:9][CH:10]=[CH:11][CH:12]=3)[N:7]([CH3:15])[C:6]=2[N:5]=1. The catalyst class is: 4.